This data is from Catalyst prediction with 721,799 reactions and 888 catalyst types from USPTO. The task is: Predict which catalyst facilitates the given reaction. Reactant: [H-].[Na+].[CH3:3][C@:4]12[C:10]([CH3:12])([CH3:11])[C@H:7]([CH2:8][CH2:9]1)[CH2:6][C@@H:5]2[NH:13][C:14]([C:16]1[CH:17]=[N:18][N:19]([CH3:27])[C:20]=1[C:21]1[CH:26]=[CH:25][CH:24]=[CH:23][CH:22]=1)=[O:15].[CH3:28]I.O. Product: [CH3:28][N:13]([C@H:5]1[CH2:6][C@@H:7]2[C:10]([CH3:11])([CH3:12])[C@@:4]1([CH3:3])[CH2:9][CH2:8]2)[C:14]([C:16]1[CH:17]=[N:18][N:19]([CH3:27])[C:20]=1[C:21]1[CH:22]=[CH:23][CH:24]=[CH:25][CH:26]=1)=[O:15]. The catalyst class is: 9.